From a dataset of Catalyst prediction with 721,799 reactions and 888 catalyst types from USPTO. Predict which catalyst facilitates the given reaction. (1) Reactant: [N:1]1([CH2:6][CH2:7][O:8][C:9]2[CH:14]=[CH:13][C:12]([NH:15][C:16]3[N:21]=[CH:20][C:19]([NH2:22])=[CH:18][N:17]=3)=[CH:11][CH:10]=2)[CH2:5][CH2:4][CH2:3][CH2:2]1.C([O-])([O-])=O.[Cs+].[Cs+].[Cl:29][C:30]1[CH:37]=[CH:36][C:35]([O:38]C)=[CH:34][C:31]=1[CH2:32]Br.B(Br)(Br)Br.C(Cl)Cl.C([O-])(O)=O.[Na+]. Product: [N:1]1([CH2:6][CH2:7][O:8][C:9]2[CH:10]=[CH:11][C:12]([NH:15][C:16]3[N:17]=[CH:18][C:19]([NH:22][CH2:32][C:31]4[CH:34]=[C:35]([OH:38])[CH:36]=[CH:37][C:30]=4[Cl:29])=[CH:20][N:21]=3)=[CH:13][CH:14]=2)[CH2:5][CH2:4][CH2:3][CH2:2]1. The catalyst class is: 12. (2) Reactant: [CH2:1]([O:8][CH:9]1[CH:13]([OH:14])[CH2:12][N:11](C(OC(C)(C)C)=O)[CH2:10]1)[C:2]1[CH:7]=[CH:6][CH:5]=[CH:4][CH:3]=1.[F:22][C:23]([F:28])([F:27])[C:24]([OH:26])=[O:25]. Product: [F:22][C:23]([F:28])([F:27])[C:24]([OH:26])=[O:25].[CH2:1]([O:8][CH:9]1[CH:13]([OH:14])[CH2:12][NH:11][CH2:10]1)[C:2]1[CH:3]=[CH:4][CH:5]=[CH:6][CH:7]=1. The catalyst class is: 4.